Dataset: Full USPTO retrosynthesis dataset with 1.9M reactions from patents (1976-2016). Task: Predict the reactants needed to synthesize the given product. (1) Given the product [CH3:35][O:36][C:37](=[O:48])[C:38]1[CH:43]=[CH:42][CH:41]=[CH:40][CH:39]=1, predict the reactants needed to synthesize it. The reactants are: C([Si](C)(C)OC(CC1C=CC=CC=1)CCC1NC(=O)CC1)(C)(C)C.C[Si]([N-][Si](C)(C)C)(C)C.[Na+].[CH3:35][O:36][C:37](=[O:48])[C:38]1[CH:43]=[CH:42][C:41](CCCBr)=[CH:40][CH:39]=1. (2) Given the product [CH2:23]([C:20]1[CH:21]=[N:22][C:17]([N:14]2[CH2:15][CH2:16][CH:11]([N:7]3[C:8]4[C:4](=[CH:3][C:2]([C:33]5[CH:38]=[CH:37][C:36]([S:39]([CH3:42])(=[O:41])=[O:40])=[CH:35][CH:34]=5)=[CH:10][CH:9]=4)[CH:5]=[CH:6]3)[CH2:12][CH2:13]2)=[N:18][CH:19]=1)[CH3:24], predict the reactants needed to synthesize it. The reactants are: Br[C:2]1[CH:3]=[C:4]2[C:8](=[CH:9][CH:10]=1)[N:7]([CH:11]1[CH2:16][CH2:15][N:14]([C:17]3[N:22]=[CH:21][C:20]([CH2:23][CH3:24])=[CH:19][N:18]=3)[CH2:13][CH2:12]1)[CH:6]=[CH:5]2.CC1(C)C(C)(C)OB([C:33]2[CH:38]=[CH:37][C:36]([S:39]([CH3:42])(=[O:41])=[O:40])=[CH:35][CH:34]=2)O1.CC(C1C=C(C(C)C)C(C2C=CC=CC=2P(C2CCCCC2)C2CCCCC2)=C(C(C)C)C=1)C.C(O[Na])(C)(C)C. (3) Given the product [CH3:1][C:2]([CH3:29])([CH3:28])[C@H:3]([N:11]1[CH2:15][CH2:14][N:13]([CH2:16][C:17]2[CH:22]=[CH:21][CH:20]=[C:19]([C:23]([F:26])([F:25])[F:24])[CH:18]=2)[C:12]1=[O:27])[C:4]([OH:6])=[O:5], predict the reactants needed to synthesize it. The reactants are: [CH3:1][C:2]([CH3:29])([CH3:28])[C@H:3]([N:11]1[CH2:15][CH2:14][N:13]([CH2:16][C:17]2[CH:22]=[CH:21][CH:20]=[C:19]([C:23]([F:26])([F:25])[F:24])[CH:18]=2)[C:12]1=[O:27])[C:4]([O:6]C(C)(C)C)=[O:5].FC(F)(F)C(O)=O. (4) Given the product [Cl:13][C:14]1[CH:19]=[C:18]([CH:28]([OH:29])[C:27]2[CH:30]=[C:23]([CH:24]=[CH:25][C:26]=2[F:31])[C:21]#[N:22])[C:17]([Cl:20])=[CH:16][N:15]=1, predict the reactants needed to synthesize it. The reactants are: C(NC(C)C)(C)C.C([Li])CCC.[Cl:13][C:14]1[CH:19]=[CH:18][C:17]([Cl:20])=[CH:16][N:15]=1.[C:21]([C:23]1[CH:24]=[CH:25][C:26]([F:31])=[C:27]([CH:30]=1)[CH:28]=[O:29])#[N:22].[Cl-].[NH4+]. (5) Given the product [O:42]=[C:36]1[CH:35]([N:29]2[CH2:28][C:27]3[C:31](=[CH:32][CH:33]=[C:25]([CH2:24][NH:23][C:3](=[O:5])[C:2]([F:1])([F:16])[C:6]4[CH:11]=[CH:10][CH:9]=[C:8]([S:12]([CH3:15])(=[O:14])=[O:13])[CH:7]=4)[CH:26]=3)[C:30]2=[O:34])[CH2:40][CH2:39][C:38](=[O:41])[NH:37]1, predict the reactants needed to synthesize it. The reactants are: [F:1][C:2]([F:16])([C:6]1[CH:11]=[CH:10][CH:9]=[C:8]([S:12]([CH3:15])(=[O:14])=[O:13])[CH:7]=1)[C:3]([OH:5])=O.P(Cl)(Cl)(Cl)=O.Cl.[NH2:23][CH2:24][C:25]1[CH:26]=[C:27]2[C:31](=[CH:32][CH:33]=1)[C:30](=[O:34])[N:29]([CH:35]1[CH2:40][CH2:39][C:38](=[O:41])[NH:37][C:36]1=[O:42])[CH2:28]2.C(=O)(O)[O-].[Na+]. (6) Given the product [N:27]1([N:33]=[CH:25][C:23]2[N:22]=[CH:21][N:20]([C:1]([C:14]3[CH:19]=[CH:18][CH:17]=[CH:16][CH:15]=3)([C:8]3[CH:13]=[CH:12][CH:11]=[CH:10][CH:9]=3)[C:2]3[CH:7]=[CH:6][CH:5]=[CH:4][CH:3]=3)[CH:24]=2)[CH2:32][CH2:31][CH2:30][CH2:29][CH2:28]1, predict the reactants needed to synthesize it. The reactants are: [C:1]([N:20]1[CH:24]=[C:23]([CH:25]=O)[N:22]=[CH:21]1)([C:14]1[CH:19]=[CH:18][CH:17]=[CH:16][CH:15]=1)([C:8]1[CH:13]=[CH:12][CH:11]=[CH:10][CH:9]=1)[C:2]1[CH:7]=[CH:6][CH:5]=[CH:4][CH:3]=1.[N:27]1([NH2:33])[CH2:32][CH2:31][CH2:30][CH2:29][CH2:28]1.C(O)C.